From a dataset of NCI-60 drug combinations with 297,098 pairs across 59 cell lines. Regression. Given two drug SMILES strings and cell line genomic features, predict the synergy score measuring deviation from expected non-interaction effect. (1) Drug 1: C1=C(C(=O)NC(=O)N1)N(CCCl)CCCl. Drug 2: C1C(C(OC1N2C=NC3=C(N=C(N=C32)Cl)N)CO)O. Cell line: K-562. Synergy scores: CSS=30.3, Synergy_ZIP=-12.2, Synergy_Bliss=-3.66, Synergy_Loewe=-3.18, Synergy_HSA=-2.08. (2) Drug 1: CC=C1C(=O)NC(C(=O)OC2CC(=O)NC(C(=O)NC(CSSCCC=C2)C(=O)N1)C(C)C)C(C)C. Drug 2: CC1C(C(CC(O1)OC2CC(OC(C2O)C)OC3=CC4=CC5=C(C(=O)C(C(C5)C(C(=O)C(C(C)O)O)OC)OC6CC(C(C(O6)C)O)OC7CC(C(C(O7)C)O)OC8CC(C(C(O8)C)O)(C)O)C(=C4C(=C3C)O)O)O)O. Cell line: OVCAR-4. Synergy scores: CSS=55.2, Synergy_ZIP=-1.67, Synergy_Bliss=2.30, Synergy_Loewe=0.241, Synergy_HSA=3.61. (3) Drug 1: C(=O)(N)NO. Drug 2: CCN(CC)CCCC(C)NC1=C2C=C(C=CC2=NC3=C1C=CC(=C3)Cl)OC. Cell line: NCIH23. Synergy scores: CSS=23.8, Synergy_ZIP=0.552, Synergy_Bliss=-3.41, Synergy_Loewe=-25.1, Synergy_HSA=-3.08. (4) Drug 1: C1=CN(C=N1)CC(O)(P(=O)(O)O)P(=O)(O)O. Drug 2: CN(C(=O)NC(C=O)C(C(C(CO)O)O)O)N=O. Cell line: SR. Synergy scores: CSS=20.8, Synergy_ZIP=4.92, Synergy_Bliss=6.44, Synergy_Loewe=4.71, Synergy_HSA=4.33. (5) Drug 1: C1CNP(=O)(OC1)N(CCCl)CCCl. Drug 2: CN1C=C(C=N1)C2=C3N=C(C(=C(N3N=C2)N)Br)C4CCCNC4. Cell line: OVCAR3. Synergy scores: CSS=33.3, Synergy_ZIP=4.99, Synergy_Bliss=4.02, Synergy_Loewe=-27.4, Synergy_HSA=-0.611. (6) Drug 1: C1CCC(CC1)NC(=O)N(CCCl)N=O. Drug 2: CS(=O)(=O)CCNCC1=CC=C(O1)C2=CC3=C(C=C2)N=CN=C3NC4=CC(=C(C=C4)OCC5=CC(=CC=C5)F)Cl. Cell line: HT29. Synergy scores: CSS=11.7, Synergy_ZIP=-1.32, Synergy_Bliss=11.0, Synergy_Loewe=5.23, Synergy_HSA=5.91. (7) Drug 1: C1CCC(C1)C(CC#N)N2C=C(C=N2)C3=C4C=CNC4=NC=N3. Drug 2: CC1C(C(=O)NC(C(=O)N2CCCC2C(=O)N(CC(=O)N(C(C(=O)O1)C(C)C)C)C)C(C)C)NC(=O)C3=C4C(=C(C=C3)C)OC5=C(C(=O)C(=C(C5=N4)C(=O)NC6C(OC(=O)C(N(C(=O)CN(C(=O)C7CCCN7C(=O)C(NC6=O)C(C)C)C)C)C(C)C)C)N)C. Cell line: U251. Synergy scores: CSS=27.6, Synergy_ZIP=10.9, Synergy_Bliss=15.6, Synergy_Loewe=16.5, Synergy_HSA=15.9.